From a dataset of Forward reaction prediction with 1.9M reactions from USPTO patents (1976-2016). Predict the product of the given reaction. (1) Given the reactants [F:1][C:2]1([F:24])[CH2:7][CH2:6][CH:5]([CH2:8][NH:9][C:10]([C:12]2[C:13]3[CH:14]=[CH:15][C:16](Cl)=[N:17][C:18]=3[CH:19]=[CH:20][C:21]=2[Cl:22])=[O:11])[CH2:4][CH2:3]1.CCN(C(C)C)C(C)C.Cl.[F:35][CH:36]([F:42])[CH:37]1[CH2:41][CH2:40][NH:39][CH2:38]1, predict the reaction product. The product is: [F:1][C:2]1([F:24])[CH2:7][CH2:6][CH:5]([CH2:8][NH:9][C:10]([C:12]2[C:13]3[CH:14]=[CH:15][C:16]([N:39]4[CH2:40][CH2:41][CH:37]([CH:36]([F:42])[F:35])[CH2:38]4)=[N:17][C:18]=3[CH:19]=[CH:20][C:21]=2[Cl:22])=[O:11])[CH2:4][CH2:3]1. (2) Given the reactants [CH2:1]([CH:3]1[CH2:8][NH:7][C:6]2[CH:9]=[CH:10][CH:11]=[C:12]([CH:13]([CH3:15])[CH3:14])[C:5]=2[O:4]1)[CH3:2].N1C=CC=CC=1.[CH2:22]([O:24][C:25](=[O:31])/[CH:26]=[CH:27]/[C:28](Cl)=[O:29])[CH3:23].O, predict the reaction product. The product is: [CH2:22]([O:24][C:25](=[O:31])/[CH:26]=[CH:27]/[C:28]([N:7]1[C:6]2[CH:9]=[CH:10][CH:11]=[C:12]([CH:13]([CH3:14])[CH3:15])[C:5]=2[O:4][CH:3]([CH2:1][CH3:2])[CH2:8]1)=[O:29])[CH3:23]. (3) Given the reactants O[CH:2]=[C:3]1[C:11]2[C:6](=[CH:7][C:8]([C:12]([C:14]3[CH:15]=[C:16]([NH:20][C:21]([C:23]4[N:24]([CH2:29][CH3:30])[N:25]=[C:26]([CH3:28])[CH:27]=4)=[O:22])[CH:17]=[CH:18][CH:19]=3)=[O:13])=[CH:9][CH:10]=2)[NH:5][C:4]1=[O:31].C1COCC1.[NH2:37][C:38]1[CH:43]=[CH:42][C:41]([CH2:44][CH2:45][CH2:46][C:47]([OH:49])=[O:48])=[CH:40][CH:39]=1, predict the reaction product. The product is: [CH2:29]([N:24]1[C:23]([C:21]([NH:20][C:16]2[CH:15]=[C:14]([CH:19]=[CH:18][CH:17]=2)[C:12]([C:8]2[CH:7]=[C:6]3[C:11]([C:3](=[CH:2][NH:37][C:38]4[CH:39]=[CH:40][C:41]([CH2:44][CH2:45][CH2:46][C:47]([OH:49])=[O:48])=[CH:42][CH:43]=4)[C:4](=[O:31])[NH:5]3)=[CH:10][CH:9]=2)=[O:13])=[O:22])=[CH:27][C:26]([CH3:28])=[N:25]1)[CH3:30].